The task is: Regression/Classification. Given a drug SMILES string, predict its absorption, distribution, metabolism, or excretion properties. Task type varies by dataset: regression for continuous measurements (e.g., permeability, clearance, half-life) or binary classification for categorical outcomes (e.g., BBB penetration, CYP inhibition). Dataset: cyp2c19_veith.. This data is from CYP2C19 inhibition data for predicting drug metabolism from PubChem BioAssay. (1) The compound is CN(C)CCCN1c2ccccc2Sc2ccc3ccccc3c21. The result is 1 (inhibitor). (2) The compound is COC(=O)[C@H](CCSC)NC(=O)C/C=C\[C@@H](C)[C@@H](CO)OC. The result is 0 (non-inhibitor). (3) The molecule is CO[C@@H]1/C=C\O[C@]2(C)Oc3c(C)c(O)c4c(O)c(c(CN(C)C)c(O)c4c3C2=O)NC(=O)/C(C)=C\C=C[C@@H](C)[C@@H](O)[C@H](C)[C@@H](O)[C@H](C)[C@H](OC(C)=O)[C@@H]1C. The result is 0 (non-inhibitor). (4) The drug is CC1(C)COCN1COC1CCCCC1. The result is 0 (non-inhibitor). (5) The molecule is O=C(Nc1ccc([As](=O)(O)O)cc1)Nc1cccc(Cl)c1Cl. The result is 0 (non-inhibitor). (6) The molecule is COCCn1c(C)cc2c(c1=O)C(c1ccccc1F)C(C#N)=C(N)O2. The result is 0 (non-inhibitor). (7) The drug is O=C(NCc1ccco1)c1cc(C(=O)C2CC2)c[nH]1. The result is 1 (inhibitor).